Dataset: Forward reaction prediction with 1.9M reactions from USPTO patents (1976-2016). Task: Predict the product of the given reaction. (1) The product is: [CH3:34][O:35][C:36]([C:38]1[CH:47]=[C:46]([N:48]2[CH2:53][CH2:52][CH2:51][CH2:50][CH2:49]2)[C:45]2[C:40](=[C:41]([OH:54])[CH:42]=[CH:43][CH:44]=2)[N:39]=1)=[O:37]. Given the reactants COC(C1C=C(NS(C2C=CC(C)=CC=2)(=O)=O)C2C(=C(OCC3C=CC=CC=3)C=CC=2)N=1)=O.[CH3:34][O:35][C:36]([C:38]1[CH:47]=[C:46]([N:48]2[CH2:53][CH2:52][CH2:51][CH2:50][CH2:49]2)[C:45]2[C:40](=[C:41]([O:54]CC3C=CC=CC=3)[CH:42]=[CH:43][CH:44]=2)[N:39]=1)=[O:37], predict the reaction product. (2) Given the reactants C([N:8]1[CH2:17][CH:16]([CH3:18])[C:15]2[N:14]=[C:13]([Cl:19])[CH:12]=[CH:11][C:10]=2[CH2:9]1)C1C=CC=CC=1.[CH3:20][C@H:21]([OH:24])[CH2:22][CH3:23], predict the reaction product. The product is: [ClH:19].[CH3:18][CH:16]1[C:15]2[N:14]=[C:13]([O:24][C@@H:21]([CH3:20])[CH2:22][CH3:23])[CH:12]=[CH:11][C:10]=2[CH2:9][NH:8][CH2:17]1. (3) Given the reactants [Br:1][C:2]1[CH:21]=[CH:20][C:5]([CH2:6][CH:7]2[CH2:11][CH2:10][N:9]([C@H:12]3[CH2:17][CH2:16][C@@H:15]([OH:18])[CH2:14][CH2:13]3)[C:8]2=[O:19])=[C:4]([Cl:22])[CH:3]=1.[H-].[Na+].[CH3:25]I, predict the reaction product. The product is: [Br:1][C:2]1[CH:21]=[CH:20][C:5]([CH2:6][CH:7]2[CH2:11][CH2:10][N:9]([C@H:12]3[CH2:13][CH2:14][C@@H:15]([O:18][CH3:25])[CH2:16][CH2:17]3)[C:8]2=[O:19])=[C:4]([Cl:22])[CH:3]=1.